From a dataset of HIV replication inhibition screening data with 41,000+ compounds from the AIDS Antiviral Screen. Binary Classification. Given a drug SMILES string, predict its activity (active/inactive) in a high-throughput screening assay against a specified biological target. (1) The drug is O=C1c2ccccc2C(=O)C1(Br)c1ccccc1. The result is 0 (inactive). (2) The molecule is COc1cc2c(c(OC)c1OC)C(=O)C(OC(=O)CCCCl)C2N.Cl. The result is 0 (inactive). (3) The molecule is N=c1nc2[nH][nH]c(=N)n2c(=N)[nH]1. The result is 0 (inactive). (4) The molecule is Cc1ccc2c(c1)nc1sc(C)cc(=O)n12. The result is 0 (inactive). (5) The molecule is N#CC1Cc2cc3c(cc21)OCO3. The result is 0 (inactive). (6) The drug is CNC(=O)c1cc2nc3ccccc3c(=O)n2c2ccccc12. The result is 0 (inactive). (7) The drug is COc1ccc(C(CCl)=C(Nc2ccccc2)c2ccc(OC)c(OC)c2)cc1OC.Cl. The result is 0 (inactive).